This data is from Catalyst prediction with 721,799 reactions and 888 catalyst types from USPTO. The task is: Predict which catalyst facilitates the given reaction. (1) Reactant: C1(P(C2C=CC=CC=2)C2C=CC=CC=2)C=CC=CC=1.BrN1C(=O)CCC1=O.[CH:28]([N:31]1[C:39]2[C:34](=[CH:35][CH:36]=[C:37]([O:40][CH3:41])[CH:38]=2)[C:33]([C:42]([OH:44])=O)=[CH:32]1)([CH3:30])[CH3:29].[NH2:45][C:46]1[S:47][CH:48]=[CH:49][N:50]=1. Product: [S:47]1[CH:48]=[CH:49][N:50]=[C:46]1[NH:45][C:42]([C:33]1[C:34]2[C:39](=[CH:38][C:37]([O:40][CH3:41])=[CH:36][CH:35]=2)[N:31]([CH:28]([CH3:29])[CH3:30])[CH:32]=1)=[O:44]. The catalyst class is: 2. (2) Reactant: [CH2:1]([NH:8][C:9]([C:11]1[CH:20]=[CH:19][C:18]2[C:13](=[C:14](Br)[CH:15]=[N:16][CH:17]=2)[N:12]=1)=[O:10])[C:2]1[CH:7]=[CH:6][CH:5]=[CH:4][CH:3]=1.[CH3:22][C:23]1[CH:28]=[CH:27][N:26]=[C:25](B2OC(C)(C)C(C)(C)O2)[CH:24]=1.C(=O)([O-])[O-].[Cs+].[Cs+]. Product: [CH2:1]([NH:8][C:9]([C:11]1[CH:20]=[CH:19][C:18]2[C:13](=[C:14]([C:25]3[CH:24]=[C:23]([CH3:22])[CH:28]=[CH:27][N:26]=3)[CH:15]=[N:16][CH:17]=2)[N:12]=1)=[O:10])[C:2]1[CH:7]=[CH:6][CH:5]=[CH:4][CH:3]=1. The catalyst class is: 688. (3) Reactant: [Cl:1][C:2]1[N:7]=[C:6]([NH2:8])[C:5]([CH3:9])=[CH:4][N:3]=1.Br[C:11]1[CH:16]=[CH:15][CH:14]=[C:13]([CH3:17])[C:12]=1[CH3:18].CC1(C)C2C(=C(P(C3C=CC=CC=3)C3C=CC=CC=3)C=CC=2)OC2C(P(C3C=CC=CC=3)C3C=CC=CC=3)=CC=CC1=2.C(=O)([O-])[O-].[Cs+].[Cs+]. Product: [Cl:1][C:2]1[N:7]=[C:6]([NH:8][C:11]2[CH:16]=[CH:15][CH:14]=[C:13]([CH3:17])[C:12]=2[CH3:18])[C:5]([CH3:9])=[CH:4][N:3]=1. The catalyst class is: 62. (4) Reactant: [F:1][C:2]1[CH:17]=[C:16]([CH:18]=O)[CH:15]=[CH:14][C:3]=1[O:4][C:5]1[N:6]=[CH:7][C:8]([C:11]([NH2:13])=[O:12])=[N:9][CH:10]=1.[CH2:20]([NH2:26])[CH2:21][CH2:22][CH2:23][CH2:24][CH3:25].[BH4-].[Na+]. Product: [F:1][C:2]1[CH:17]=[C:16]([CH2:18][NH:26][CH2:20][CH2:21][CH2:22][CH2:23][CH2:24][CH3:25])[CH:15]=[CH:14][C:3]=1[O:4][C:5]1[N:6]=[CH:7][C:8]([C:11]([NH2:13])=[O:12])=[N:9][CH:10]=1. The catalyst class is: 5.